From a dataset of Catalyst prediction with 721,799 reactions and 888 catalyst types from USPTO. Predict which catalyst facilitates the given reaction. (1) Reactant: [C:1]([O:10][CH3:11])(=[O:9])[C:2]1[C:3](=[CH:5][CH:6]=[CH:7][CH:8]=1)[NH2:4].Br[CH2:13][C:14]([O:16][CH2:17][CH3:18])=[O:15]. Product: [CH2:17]([O:16][C:14](=[O:15])[CH2:13][NH:4][C:3]1[CH:5]=[CH:6][CH:7]=[CH:8][C:2]=1[C:1]([O:10][CH3:11])=[O:9])[CH3:18]. The catalyst class is: 6. (2) Reactant: [C:1]([C:5]1[C:6]([O:16]COC)=[C:7]([C:11]([CH3:15])=[C:12]([F:14])[CH:13]=1)[C:8]([OH:10])=[O:9])([CH3:4])([CH3:3])[CH3:2].Cl. The catalyst class is: 6. Product: [C:1]([C:5]1[C:6]([OH:16])=[C:7]([C:11]([CH3:15])=[C:12]([F:14])[CH:13]=1)[C:8]([OH:10])=[O:9])([CH3:4])([CH3:3])[CH3:2].